Predict the reaction yield, written as a fraction of the theoretical maximum amount of product (1.0 means a 100% yield; for example, 0.34 means a 34% yield). From a dataset of Reaction yield outcomes from USPTO patents with 853,638 reactions. (1) The reactants are [F:1][C:2]1[C:7]([F:8])=[CH:6][C:5]([C:9]2([CH2:25]O)[C:17]3[C:12](=[CH:13][CH:14]=[CH:15][CH:16]=3)[N:11]([CH2:18][C:19]([O:21][CH2:22][CH3:23])=[O:20])[C:10]2=[O:24])=[C:4]([OH:27])[CH:3]=1.ClC1C=CC(Cl)=C2C=1C(C1C(O)=CC3OCOC=3C=1)(CO)C(=O)N2CCCCC. No catalyst specified. The product is [F:8][C:7]1[C:2]([F:1])=[CH:3][C:4]2[O:27][CH2:25][C:9]3([C:17]4[C:12](=[CH:13][CH:14]=[CH:15][CH:16]=4)[N:11]([CH2:18][C:19]([O:21][CH2:22][CH3:23])=[O:20])[C:10]3=[O:24])[C:5]=2[CH:6]=1. The yield is 0.460. (2) The reactants are C[O:2][C:3](=O)[C:4]1[CH:9]=[C:8]([C:10]#[N:11])[CH:7]=[CH:6][C:5]=1[CH2:12][N:13]1[CH:18]([C:19]2[C:24]([CH3:25])=[CH:23][CH:22]=[CH:21][N:20]=2)[CH2:17][CH2:16][CH2:15][CH:14]1[C:26]1[C:31]([CH3:32])=[CH:30][CH:29]=[CH:28][N:27]=1.[Li+].[BH4-]. The catalyst is CO. The product is [CH3:25][C:24]1[C:19]([CH:18]2[CH2:17][CH2:16][CH2:15][CH:14]([C:26]3[C:31]([CH3:32])=[CH:30][CH:29]=[CH:28][N:27]=3)[N:13]2[CH2:12][C:5]2[CH:6]=[CH:7][C:8]([C:10]#[N:11])=[CH:9][C:4]=2[CH2:3][OH:2])=[N:20][CH:21]=[CH:22][CH:23]=1. The yield is 0.860. (3) The reactants are [Cl:1][C:2]1[CH:9]=[C:8]([Cl:10])[CH:7]=[CH:6][C:3]=1[CH:4]=O.[Cl:11][C:12]1[C:13]([C:29]([F:32])([F:31])[F:30])=[N:14][N:15]([CH2:18][C:19]([N:21]2[CH2:28][CH:27]3[CH:23]([CH2:24][NH:25][CH2:26]3)[CH2:22]2)=[O:20])[C:16]=1[CH3:17].C(O[BH-](OC(=O)C)OC(=O)C)(=O)C.[Na+].[Cl-].[NH4+]. The catalyst is C1COCC1.CCOC(C)=O. The product is [Cl:11][C:12]1[C:13]([C:29]([F:32])([F:30])[F:31])=[N:14][N:15]([CH2:18][C:19]([N:21]2[CH2:28][CH:27]3[CH:23]([CH2:24][N:25]([CH2:4][C:3]4[CH:6]=[CH:7][C:8]([Cl:10])=[CH:9][C:2]=4[Cl:1])[CH2:26]3)[CH2:22]2)=[O:20])[C:16]=1[CH3:17]. The yield is 0.800.